Dataset: NCI-60 drug combinations with 297,098 pairs across 59 cell lines. Task: Regression. Given two drug SMILES strings and cell line genomic features, predict the synergy score measuring deviation from expected non-interaction effect. (1) Drug 1: CC1=C2C(C(=O)C3(C(CC4C(C3C(C(C2(C)C)(CC1OC(=O)C(C(C5=CC=CC=C5)NC(=O)OC(C)(C)C)O)O)OC(=O)C6=CC=CC=C6)(CO4)OC(=O)C)O)C)O. Drug 2: CCN(CC)CCNC(=O)C1=C(NC(=C1C)C=C2C3=C(C=CC(=C3)F)NC2=O)C. Cell line: TK-10. Synergy scores: CSS=10.8, Synergy_ZIP=4.38, Synergy_Bliss=3.77, Synergy_Loewe=5.98, Synergy_HSA=6.53. (2) Drug 2: CN(C(=O)NC(C=O)C(C(C(CO)O)O)O)N=O. Drug 1: C1=CC(=CC=C1C#N)C(C2=CC=C(C=C2)C#N)N3C=NC=N3. Synergy scores: CSS=6.29, Synergy_ZIP=-3.43, Synergy_Bliss=-4.86, Synergy_Loewe=1.91, Synergy_HSA=-1.95. Cell line: MDA-MB-231. (3) Drug 1: CC1CCC2CC(C(=CC=CC=CC(CC(C(=O)C(C(C(=CC(C(=O)CC(OC(=O)C3CCCCN3C(=O)C(=O)C1(O2)O)C(C)CC4CCC(C(C4)OC)O)C)C)O)OC)C)C)C)OC. Drug 2: CC1C(C(CC(O1)OC2CC(CC3=C2C(=C4C(=C3O)C(=O)C5=C(C4=O)C(=CC=C5)OC)O)(C(=O)CO)O)N)O.Cl. Cell line: MALME-3M. Synergy scores: CSS=60.5, Synergy_ZIP=7.54, Synergy_Bliss=8.41, Synergy_Loewe=13.8, Synergy_HSA=10.4.